From a dataset of Reaction yield outcomes from USPTO patents with 853,638 reactions. Predict the reaction yield, written as a fraction of the theoretical maximum amount of product (1.0 means a 100% yield; for example, 0.34 means a 34% yield). (1) The reactants are CC1C=CC(S(O[CH2:12][CH2:13][CH2:14][CH2:15][C:16]2[C:24]3[C:19](=[CH:20][CH:21]=[C:22]([F:25])[CH:23]=3)[NH:18][CH:17]=2)(=O)=O)=CC=1.[CH3:26][C:27]1[N:28]=[C:29]([N:35]2[CH2:40][CH2:39][NH:38][CH2:37][CH2:36]2)[S:30][C:31]=1[C:32]([NH2:34])=[O:33].C(=O)([O-])[O-].[K+].[K+].[I-].[K+]. The catalyst is C(#N)C. The product is [F:25][C:22]1[CH:23]=[C:24]2[C:19](=[CH:20][CH:21]=1)[NH:18][CH:17]=[C:16]2[CH2:15][CH2:14][CH2:13][CH2:12][N:38]1[CH2:39][CH2:40][N:35]([C:29]2[S:30][C:31]([C:32]([NH2:34])=[O:33])=[C:27]([CH3:26])[N:28]=2)[CH2:36][CH2:37]1. The yield is 0.870. (2) The reactants are [CH3:1][N:2]1[CH:7]=[C:6](B2OC(C)(C)C(C)(C)O2)[C:5]2[CH:17]=[CH:18][N:19]([S:20]([C:23]3[CH:28]=[CH:27][C:26]([CH3:29])=[CH:25][CH:24]=3)(=[O:22])=[O:21])[C:4]=2[C:3]1=[O:30].Br[C:32]1[C:33]([O:47][C:48]2[CH:53]=[CH:52][C:51]([F:54])=[CH:50][C:49]=2[F:55])=[CH:34][C:35]2[N:39]=[N:38][N:37]([CH:40]3[CH2:45][CH2:44][CH2:43][CH2:42][O:41]3)[C:36]=2[CH:46]=1.[F-].[Cs+]. The catalyst is C(O)CCC.O.C(OCC)(=O)C.C(P(C(C)(C)C)C1C=CC(N(C)C)=CC=1)(C)(C)C.Cl[Pd]Cl. The product is [F:55][C:49]1[CH:50]=[C:51]([F:54])[CH:52]=[CH:53][C:48]=1[O:47][C:33]1[C:32]([C:6]2[C:5]3[CH:17]=[CH:18][N:19]([S:20]([C:23]4[CH:24]=[CH:25][C:26]([CH3:29])=[CH:27][CH:28]=4)(=[O:21])=[O:22])[C:4]=3[C:3](=[O:30])[N:2]([CH3:1])[CH:7]=2)=[CH:46][C:36]2[N:37]([CH:40]3[CH2:45][CH2:44][CH2:43][CH2:42][O:41]3)[N:38]=[N:39][C:35]=2[CH:34]=1. The yield is 0.720. (3) The reactants are [CH3:1][C:2]1([CH3:10])[O:7][C:6](=[O:8])[CH2:5][C:4](=[O:9])[O:3]1.[CH:11](OC)(OC)OC.[Br:18][C:19]1[CH:20]=[C:21]([CH:23]=[CH:24][C:25]=1[S:26]([CH3:29])(=[O:28])=[O:27])[NH2:22]. No catalyst specified. The product is [Br:18][C:19]1[CH:20]=[C:21]([NH:22][CH:11]=[C:5]2[C:6](=[O:8])[O:7][C:2]([CH3:10])([CH3:1])[O:3][C:4]2=[O:9])[CH:23]=[CH:24][C:25]=1[S:26]([CH3:29])(=[O:28])=[O:27]. The yield is 0.722. (4) The reactants are Cl.[O:2]=[C:3]1[NH:7][C:6](=[O:8])[CH2:5][N:4]1[CH2:9][C:10]([OH:12])=O.[NH2:13][C@@H:14]([CH2:31][O:32][CH2:33][C:34]1[CH:39]=[CH:38][CH:37]=[CH:36][CH:35]=1)[C:15]([NH:17][C:18]1[CH:23]=[CH:22][C:21]([O:24][C:25]2[CH:30]=[CH:29][CH:28]=[CH:27][CH:26]=2)=[CH:20][CH:19]=1)=[O:16]. No catalyst specified. The product is [CH2:33]([O:32][CH2:31][C@H:14]([NH:13][C:10](=[O:12])[CH2:9][N:4]1[CH2:5][C:6](=[O:8])[NH:7][C:3]1=[O:2])[C:15]([NH:17][C:18]1[CH:19]=[CH:20][C:21]([O:24][C:25]2[CH:26]=[CH:27][CH:28]=[CH:29][CH:30]=2)=[CH:22][CH:23]=1)=[O:16])[C:34]1[CH:39]=[CH:38][CH:37]=[CH:36][CH:35]=1. The yield is 0.450. (5) The product is [Br:1][C:2]1[S:6][C:5]2=[C:7]([CH2:10][OH:11])[N:8]=[CH:9][N:4]2[CH:3]=1. The catalyst is ClCCl. The reactants are [Br:1][C:2]1[S:6][C:5]2=[C:7]([C:10](OCC)=[O:11])[N:8]=[CH:9][N:4]2[CH:3]=1.C1(C)C=CC=CC=1.[H-].C([Al+]CC(C)C)C(C)C.C(C(C(C([O-])=O)O)O)([O-])=O.[Na+].[K+]. The yield is 0.940. (6) The reactants are [F:1][C:2]1[CH:7]=[C:6]([I:8])[CH:5]=[CH:4][C:3]=1[NH:9][C:10]1[N:15]2[CH:16]=[N:17][CH:18]=[C:14]2[CH:13]=[N:12][C:11]=1[C:19]([OH:21])=O.Cl.[NH2:23][O:24][CH2:25][C@@H:26]([OH:28])[CH3:27].CCN(C(C)C)C(C)C.C1C=CC2N(O)N=NC=2C=1.CCN=C=NCCCN(C)C. The catalyst is CN(C=O)C.C(OCC)(=O)C. The product is [OH:28][C@@H:26]([CH3:27])[CH2:25][O:24][NH:23][C:19]([C:11]1[N:12]=[CH:13][C:14]2[N:15]([CH:16]=[N:17][CH:18]=2)[C:10]=1[NH:9][C:3]1[CH:4]=[CH:5][C:6]([I:8])=[CH:7][C:2]=1[F:1])=[O:21]. The yield is 0.106.